Dataset: Forward reaction prediction with 1.9M reactions from USPTO patents (1976-2016). Task: Predict the product of the given reaction. (1) Given the reactants [CH3:1][O:2][C:3]1[CH:13]=[CH:12][C:6]([CH:7]=[CH:8][C:9]([OH:11])=[O:10])=[CH:5][CH:4]=1.[OH2:14].ON1[C:20]2C=CC=C[C:19]=2N=N1.[CH2:25](N(CC)CC)[CH3:26].[CH3:32]O, predict the reaction product. The product is: [CH:3]12[CH2:7][CH:6]([CH:5]=[CH:4]1)[CH2:12][CH:13]2[CH2:32][OH:14].[CH2:19]=[CH2:20].[CH:3]12[CH2:7][CH:6]([CH:5]=[CH:4]1)[CH2:12][CH2:13]2.[CH3:25][C:12]1[CH:13]=[C:3]([O:2][CH3:1])[CH:4]=[CH:5][C:6]=1[CH:7]=[CH:8][C:9]([O-:11])=[O:10].[CH2:25]=[CH2:26]. (2) The product is: [OH:36][C:37]1[CH:42]=[C:41]([C:20]2[N:21]=[C:22]([N:23]3[CH2:28][CH2:27][O:26][CH2:25][CH2:24]3)[C:17]3[N:16]=[N:15][N:14]([CH:11]4[CH2:12][CH2:13][N:8]([C:1]([O:3][C:4]([CH3:7])([CH3:6])[CH3:5])=[O:2])[CH2:9][CH2:10]4)[C:18]=3[N:19]=2)[CH:40]=[CH:39][CH:38]=1. Given the reactants [C:1]([N:8]1[CH2:13][CH2:12][CH:11]([N:14]2[C:18]3[N:19]=[C:20](Cl)[N:21]=[C:22]([N:23]4[CH2:28][CH2:27][O:26][CH2:25][CH2:24]4)[C:17]=3[N:16]=[N:15]2)[CH2:10][CH2:9]1)([O:3][C:4]([CH3:7])([CH3:6])[CH3:5])=[O:2].C([O-])([O-])=O.[Na+].[Na+].[OH:36][C:37]1[CH:38]=[C:39](B(O)O)[CH:40]=[CH:41][CH:42]=1, predict the reaction product. (3) Given the reactants [C:1]([O:5][C:6]([N:8]1[CH2:12][CH2:11][C@H:10]([C@H:13]([OH:16])[CH2:14]O)[CH2:9]1)=[O:7])([CH3:4])([CH3:3])[CH3:2].CC1OCCC1.CC(C)([O-])C.[Na+].C1COCC1.N1C=CN=C1.O, predict the reaction product. The product is: [C:1]([O:5][C:6]([N:8]1[CH2:12][CH2:11][C@H:10]([C@H:13]2[CH2:14][O:16]2)[CH2:9]1)=[O:7])([CH3:2])([CH3:3])[CH3:4]. (4) Given the reactants [Cl:1]N1C(=O)CCC1=O.[NH2:9][C:10]1[C:11]([NH:20][CH2:21][CH2:22][CH2:23][OH:24])=[C:12]([CH:17]=[CH:18][CH:19]=1)[C:13]([O:15][CH3:16])=[O:14], predict the reaction product. The product is: [NH2:9][C:10]1[C:11]([NH:20][CH2:21][CH2:22][CH2:23][OH:24])=[C:12]([CH:17]=[CH:18][C:19]=1[Cl:1])[C:13]([O:15][CH3:16])=[O:14].